The task is: Predict which catalyst facilitates the given reaction.. This data is from Catalyst prediction with 721,799 reactions and 888 catalyst types from USPTO. (1) Reactant: [CH:1]12[N:8](C(OC(C)(C)C)=O)[CH:5]([CH2:6][CH2:7]1)[CH2:4][N:3]([C:16]([O:18][C:19]1([C:23]([F:26])([F:25])[F:24])[CH2:22][CH2:21][CH2:20]1)=[O:17])[CH2:2]2.Cl.O1CCOCC1. Product: [CH:5]12[NH:8][CH:1]([CH2:7][CH2:6]1)[CH2:2][N:3]([C:16]([O:18][C:19]1([C:23]([F:26])([F:24])[F:25])[CH2:22][CH2:21][CH2:20]1)=[O:17])[CH2:4]2. The catalyst class is: 2. (2) Reactant: [Br:1][CH2:2][C:3](=[O:9])[C:4]([O:6][CH2:7][CH3:8])=[O:5].[NH2:10][C:11]1[CH:16]=[CH:15][CH:14]=[CH:13][N:12]=1. Product: [Br-:1].[NH2:10][C:11]1[CH:16]=[CH:15][CH:14]=[CH:13][N+:12]=1[CH2:2][C:3](=[O:9])[C:4]([O:6][CH2:7][CH3:8])=[O:5]. The catalyst class is: 57. (3) Reactant: C(OC([N:11]1[CH2:15][CH2:14][CH2:13][CH:12]1[C:16]1[N:20]([CH2:21][CH2:22][O:23][Si:24]([C:27]([CH3:30])([CH3:29])[CH3:28])([CH3:26])[CH3:25])[C:19]2[CH:31]=[CH:32][CH:33]=[CH:34][C:18]=2[N:17]=1)=O)C1C=CC=CC=1. Product: [C:27]([Si:24]([CH3:26])([CH3:25])[O:23][CH2:22][CH2:21][N:20]1[C:19]2[CH:31]=[CH:32][CH:33]=[CH:34][C:18]=2[N:17]=[C:16]1[CH:12]1[CH2:13][CH2:14][CH2:15][NH:11]1)([CH3:30])([CH3:29])[CH3:28]. The catalyst class is: 407. (4) Reactant: [OH:1][C:2]([C:5]1[O:9][C:8]([C:10]2[S:11][C:12]([CH3:23])=[C:13]([C:15]([N:17]3[CH2:21][CH2:20][CH2:19][C@@H:18]3[CH3:22])=[O:16])[N:14]=2)=[N:7][N:6]=1)([CH3:4])[CH3:3].BrC1[CH:30]=[CH:29][C:28]([C:31]([OH:40])([C:36]([F:39])([F:38])[F:37])[C:32]([F:35])([F:34])[F:33])=[CH:27][C:26]=1[CH:41]([F:43])[F:42].C([O-])([O-])=O.[K+].[K+].C(O)(=O)C(C)(C)C.C(P(C12CC3CC(CC(C3)C1)C2)C12CC3CC(CC(C3)C1)C2)CCC. Product: [F:43][CH:41]([F:42])[C:26]1[CH:27]=[C:28]([C:31]([OH:40])([C:32]([F:33])([F:34])[F:35])[C:36]([F:37])([F:38])[F:39])[CH:29]=[CH:30][C:23]=1[C:12]1[S:11][C:10]([C:8]2[O:9][C:5]([C:2]([OH:1])([CH3:4])[CH3:3])=[N:6][N:7]=2)=[N:14][C:13]=1[C:15]([N:17]1[CH2:21][CH2:20][CH2:19][C@@H:18]1[CH3:22])=[O:16]. The catalyst class is: 110. (5) Reactant: [N:1]1([C:7]2[C:13]3[CH:14]=[CH:15][CH:16]=[CH:17][C:12]=3[S:11][C:10]3[CH:18]=[CH:19][CH:20]=[CH:21][C:9]=3[N:8]=2)[CH2:6][CH2:5][NH:4][CH2:3][CH2:2]1.C1(C)C=CC=CC=1.C(=O)([O-])[O-].[Na+].[Na+].Cl[CH2:36][CH2:37][O:38][CH2:39][CH2:40][OH:41]. Product: [CH:14]1[C:13]2[C:7]([N:1]3[CH2:2][CH2:3][N:4]([CH2:36][CH2:37][O:38][CH2:39][CH2:40][OH:41])[CH2:5][CH2:6]3)=[N:8][C:9]3[CH:21]=[CH:20][CH:19]=[CH:18][C:10]=3[S:11][C:12]=2[CH:17]=[CH:16][CH:15]=1. The catalyst class is: 568. (6) Reactant: Cl[C:2]1[CH:7]=[C:6]([NH2:8])[N:5]2[N:9]=[C:10]([CH3:24])[C:11]([CH2:12][C:13]3[CH:18]=[CH:17][CH:16]=[C:15]([C:19]([F:22])([F:21])[F:20])[C:14]=3[CH3:23])=[C:4]2[N:3]=1.[NH:25]1[CH2:30][CH2:29][O:28][CH2:27][CH2:26]1. Product: [CH3:24][C:10]1[C:11]([CH2:12][C:13]2[CH:18]=[CH:17][CH:16]=[C:15]([C:19]([F:22])([F:21])[F:20])[C:14]=2[CH3:23])=[C:4]2[N:3]=[C:2]([N:25]3[CH2:30][CH2:29][O:28][CH2:27][CH2:26]3)[CH:7]=[C:6]([NH2:8])[N:5]2[N:9]=1. The catalyst class is: 8. (7) Reactant: Br[CH2:2][C:3]1[C:8]([CH3:9])=[CH:7][CH:6]=[CH:5][C:4]=1[N:10]1[C:14](=[O:15])[N:13]([CH3:16])[N:12]=[N:11]1.[Br:17][C:18]1[CH:23]=[CH:22][C:21]([OH:24])=[CH:20][C:19]=1[C:25]#[N:26].C(=O)([O-])[O-].[K+].[K+].C(#N)C. Product: [Br:17][C:18]1[CH:23]=[CH:22][C:21]([O:24][CH2:2][C:3]2[C:8]([CH3:9])=[CH:7][CH:6]=[CH:5][C:4]=2[N:10]2[C:14](=[O:15])[N:13]([CH3:16])[N:12]=[N:11]2)=[CH:20][C:19]=1[C:25]#[N:26]. The catalyst class is: 6. (8) Reactant: [CH:1]1([CH2:7][CH2:8][CH2:9][N:10]2[CH:14]=[CH:13][N:12]([C:15]3[CH:20]=[CH:19][C:18]([N+:21]([O-])=O)=[CH:17][CH:16]=3)[C:11]2=[O:24])[CH2:6][CH2:5][CH2:4][CH2:3][CH2:2]1.O.O.[Sn](Cl)(Cl)(Cl)Cl.[OH-].[Na+]. Product: [NH2:21][C:18]1[CH:17]=[CH:16][C:15]([N:12]2[CH:13]=[CH:14][N:10]([CH2:9][CH2:8][CH2:7][CH:1]3[CH2:6][CH2:5][CH2:4][CH2:3][CH2:2]3)[C:11]2=[O:24])=[CH:20][CH:19]=1. The catalyst class is: 8. (9) Reactant: [CH2:1]([O:3][C:4]1[C:9]2[C:10](=O)[CH2:11][O:12][C:8]=2[CH:7]=[CH:6][CH:5]=1)[CH3:2].C([O-])(=O)C.[Na+].Cl.[NH2:20][OH:21]. Product: [CH2:1]([O:3][C:4]1[C:9]2[C:10](=[N:20][OH:21])[CH2:11][O:12][C:8]=2[CH:7]=[CH:6][CH:5]=1)[CH3:2]. The catalyst class is: 40.